Dataset: Reaction yield outcomes from USPTO patents with 853,638 reactions. Task: Predict the reaction yield, written as a fraction of the theoretical maximum amount of product (1.0 means a 100% yield; for example, 0.34 means a 34% yield). (1) The reactants are [C:1]([CH2:3][C:4]([OH:6])=O)#[N:2].[F:7][C:8]([F:29])([F:28])[O:9][C:10]1[CH:15]=[CH:14][C:13]([N:16]2[CH:20]=[N:19][C:18]([C:21]3[CH:27]=[CH:26][C:24]([NH2:25])=[CH:23][CH:22]=3)=[N:17]2)=[CH:12][CH:11]=1.C1(N=C=NC2CCCCC2)CCCCC1. The catalyst is ClCCl. The product is [C:1]([CH2:3][C:4]([NH:25][C:24]1[CH:26]=[CH:27][C:21]([C:18]2[N:19]=[CH:20][N:16]([C:13]3[CH:14]=[CH:15][C:10]([O:9][C:8]([F:7])([F:29])[F:28])=[CH:11][CH:12]=3)[N:17]=2)=[CH:22][CH:23]=1)=[O:6])#[N:2]. The yield is 0.660. (2) The reactants are [F:1][C:2]1[CH:3]=[CH:4][C:5]([CH2:8]O)=[N:6][CH:7]=1.S(Cl)([Cl:12])=O. The catalyst is C(Cl)Cl. The product is [Cl:12][CH2:8][C:5]1[CH:4]=[CH:3][C:2]([F:1])=[CH:7][N:6]=1. The yield is 0.700. (3) The reactants are [CH2:1]([C:4]1[CH:9]=[CH:8][CH:7]=[C:6]([N+:10]([O-:12])=[O:11])[C:5]=1[OH:13])[CH:2]=[CH2:3].[CH3:14][C:15]([CH3:17])=O.C(=O)([O-])[O-].[K+].[K+].ICC=C. The catalyst is C(OCC)(=O)C. The product is [CH2:1]([C:4]1[CH:9]=[CH:8][CH:7]=[C:6]([N+:10]([O-:12])=[O:11])[C:5]=1[O:13][CH2:17][CH:15]=[CH2:14])[CH:2]=[CH2:3]. The yield is 0.800. (4) The reactants are O=[C:2]1[C:7]([C:8]#[N:9])=[CH:6][NH:5][C:4]2[CH:10]=[CH:11][S:12][C:3]1=2.P(Cl)(Cl)([Cl:15])=O.C([O-])(O)=O.[Na+]. The catalyst is ClCCl. The product is [Cl:15][C:2]1[C:7]([C:8]#[N:9])=[CH:6][N:5]=[C:4]2[CH:10]=[CH:11][S:12][C:3]=12. The yield is 0.710. (5) The reactants are [F:1][C:2]([F:8])([F:7])[CH2:3][C:4](O)=[O:5].F[P-](F)(F)(F)(F)F.C[NH2+]C.C(N(C(C)C)CC)(C)C.[NH:28]1[CH2:33][CH2:32][CH2:31][C@@H:30]([NH:34][C:35]2[CH:40]=[CH:39][N:38]=[C:37]([C:41]3[CH:42]=[N:43][N:44]4[CH:49]=[CH:48][C:47]([C:50]#[N:51])=[CH:46][C:45]=34)[N:36]=2)[CH2:29]1. The catalyst is CN(C=O)C. The product is [F:1][C:2]([F:8])([F:7])[CH2:3][C:4]([N:28]1[CH2:33][CH2:32][CH2:31][C@@H:30]([NH:34][C:35]2[CH:40]=[CH:39][N:38]=[C:37]([C:41]3[CH:42]=[N:43][N:44]4[CH:49]=[CH:48][C:47]([C:50]#[N:51])=[CH:46][C:45]=34)[N:36]=2)[CH2:29]1)=[O:5]. The yield is 0.190. (6) The reactants are C(OC([N:8]1[CH2:12][C:11](=[CH2:13])[CH2:10][N:9]1[C:14]([O:16][CH2:17][C:18]1[CH:23]=[CH:22][CH:21]=[CH:20][CH:19]=1)=[O:15])=O)(C)(C)C.S(Cl)(Cl)=O.Cl. The catalyst is CO. The product is [CH2:17]([O:16][C:14]([N:9]1[CH2:10][C:11](=[CH2:13])[CH2:12][NH:8]1)=[O:15])[C:18]1[CH:19]=[CH:20][CH:21]=[CH:22][CH:23]=1. The yield is 0.970. (7) The reactants are [Cl:1][C:2]1[S:6][C:5]([C:7]([NH:9][C@H:10]([CH2:18][N:19]2C(=O)C3C(=CC=CC=3)C2=O)[CH2:11][CH:12]2[CH2:17][CH2:16][CH2:15][CH2:14][CH2:13]2)=[O:8])=[CH:4][C:3]=1[C:30]1[N:34]([CH3:35])[N:33]=[CH:32][C:31]=1[Cl:36].NN. The catalyst is O1CCCC1.CO. The product is [NH2:19][CH2:18][C@@H:10]([NH:9][C:7]([C:5]1[S:6][C:2]([Cl:1])=[C:3]([C:30]2[N:34]([CH3:35])[N:33]=[CH:32][C:31]=2[Cl:36])[CH:4]=1)=[O:8])[CH2:11][CH:12]1[CH2:13][CH2:14][CH2:15][CH2:16][CH2:17]1. The yield is 0.700.